From a dataset of Full USPTO retrosynthesis dataset with 1.9M reactions from patents (1976-2016). Predict the reactants needed to synthesize the given product. (1) Given the product [N+:8]([C:7]1[C:2]([NH:11][CH2:12][C@@H:13]2[CH2:17][CH2:16][N:15]([C:18]([O:20][C:21]([CH3:24])([CH3:23])[CH3:22])=[O:19])[CH2:14]2)=[N:3][CH:4]=[CH:5][CH:6]=1)([O-:10])=[O:9], predict the reactants needed to synthesize it. The reactants are: Cl[C:2]1[C:7]([N+:8]([O-:10])=[O:9])=[CH:6][CH:5]=[CH:4][N:3]=1.[NH2:11][CH2:12][C@@H:13]1[CH2:17][CH2:16][N:15]([C:18]([O:20][C:21]([CH3:24])([CH3:23])[CH3:22])=[O:19])[CH2:14]1.C(N(CC)CC)C. (2) Given the product [F:29][C:28]([F:31])([F:30])[C:23]([C:20]1[CH:19]=[CH:18][C:17]([CH2:16][N:13]2[CH2:14][CH2:15][N:10]([C:8]([C:5]3[CH:4]=[CH:3][C:2]([NH:1][C:39]([NH:36][CH:33]([CH3:35])[CH3:34])=[O:45])=[CH:7][CH:6]=3)=[O:9])[CH2:11][CH2:12]2)=[CH:22][CH:21]=1)([OH:32])[C:24]([F:25])([F:26])[F:27], predict the reactants needed to synthesize it. The reactants are: [NH2:1][C:2]1[CH:7]=[CH:6][C:5]([C:8]([N:10]2[CH2:15][CH2:14][N:13]([CH2:16][C:17]3[CH:22]=[CH:21][C:20]([C:23]([OH:32])([C:28]([F:31])([F:30])[F:29])[C:24]([F:27])([F:26])[F:25])=[CH:19][CH:18]=3)[CH2:12][CH2:11]2)=[O:9])=[CH:4][CH:3]=1.[CH:33]([N:36]([CH:39](C)C)CC)([CH3:35])[CH3:34].ClC(Cl)([O:45]C(=O)OC(Cl)(Cl)Cl)Cl.C(N)(C)C. (3) Given the product [CH:50]1([NH:48][C:46]([NH:8][CH2:9][C:10]2[CH:36]=[C:35]([F:37])[CH:34]=[CH:33][C:11]=2[CH2:12][O:13][C:14]2[CH:19]=[C:18]([CH3:20])[N:17]([C:21]3[CH:22]=[C:23]([CH:28]=[CH:29][C:30]=3[CH3:31])[C:24]([O:26][CH3:27])=[O:25])[C:16](=[O:32])[CH:15]=2)=[O:47])[CH2:3][CH2:2]1, predict the reactants needed to synthesize it. The reactants are: F[C:2](F)(F)[C:3](O)=O.[NH2:8][CH2:9][C:10]1[CH:36]=[C:35]([F:37])[CH:34]=[CH:33][C:11]=1[CH2:12][O:13][C:14]1[CH:19]=[C:18]([CH3:20])[N:17]([C:21]2[CH:22]=[C:23]([CH:28]=[CH:29][C:30]=2[CH3:31])[C:24]([O:26][CH3:27])=[O:25])[C:16](=[O:32])[CH:15]=1.CN1CCOCC1.C[C:46]([N:48]([CH3:50])C)=[O:47]. (4) The reactants are: [O:1]([C:8]1[CH:13]=[CH:12][C:11]([CH2:14][NH:15][C:16](=[O:25])[C:17]2[CH:22]=[CH:21][C:20](Cl)=[N:19][C:18]=2[NH2:24])=[CH:10][CH:9]=1)[C:2]1[CH:7]=[CH:6][CH:5]=[CH:4][CH:3]=1.[CH2:26]([NH2:29])[CH2:27][CH3:28].CN1CCCC1=O. Given the product [O:1]([C:8]1[CH:13]=[CH:12][C:11]([CH2:14][NH:15][C:16](=[O:25])[C:17]2[CH:22]=[CH:21][C:20]([NH:29][CH2:26][CH2:27][CH3:28])=[N:19][C:18]=2[NH2:24])=[CH:10][CH:9]=1)[C:2]1[CH:7]=[CH:6][CH:5]=[CH:4][CH:3]=1, predict the reactants needed to synthesize it. (5) Given the product [CH3:1][O:2][C:3]([C:5]1[N:6]([CH3:19])[C:7]2[C:12]([CH:13]=1)=[CH:11][CH:10]=[C:9]([OH:14])[CH:8]=2)=[O:4], predict the reactants needed to synthesize it. The reactants are: [CH3:1][O:2][C:3]([C:5]1[NH:6][C:7]2[C:12]([CH:13]=1)=[CH:11][CH:10]=[C:9]([O:14]C)[CH:8]=2)=[O:4].[H-].[Na+].I[CH3:19].O.